Dataset: Forward reaction prediction with 1.9M reactions from USPTO patents (1976-2016). Task: Predict the product of the given reaction. (1) Given the reactants [F:1][C:2]1[C:7]([F:8])=[CH:6][CH:5]=[CH:4][C:3]=1[C:9]1[N:17]=[C:12]2[CH:13]=[N:14][NH:15][CH:16]=[C:11]2[N:10]=1.Cl[CH2:19][C:20]1[O:24][N:23]=[C:22]([C:25]2[CH:30]=[CH:29][C:28]([OH:31])=[CH:27][CH:26]=2)[CH:21]=1, predict the reaction product. The product is: [F:1][C:2]1[C:7]([F:8])=[CH:6][CH:5]=[CH:4][C:3]=1[C:9]1[N:17]=[C:12]2[CH:13]=[N:14][N:15]([CH2:19][C:20]3[O:24][N:23]=[C:22]([C:25]4[CH:30]=[CH:29][C:28]([OH:31])=[CH:27][CH:26]=4)[CH:21]=3)[CH:16]=[C:11]2[N:10]=1. (2) Given the reactants [Br:1][C:2]1[CH:7]=[C:6]([CH3:8])[CH:5]=[CH:4][N:3]=1.[Mn]([O-])(=O)(=O)=[O:10].[K+].[OH2:15], predict the reaction product. The product is: [Br:1][C:2]1[CH:7]=[C:6]([CH:5]=[CH:4][N:3]=1)[C:8]([OH:10])=[O:15]. (3) Given the reactants [CH3:1][S:2]([C:5]1[CH:31]=[CH:30][C:8]([O:9][CH2:10][C:11]2[CH:16]=[CH:15][C:14]([CH:17]3[CH2:22][CH2:21][N:20]([C:23](OC(C)(C)C)=O)[CH2:19][CH2:18]3)=[CH:13][N:12]=2)=[CH:7][CH:6]=1)(=[O:4])=[O:3].[CH2:32]([C:37]1[CH:38]=[N:39]C(Br)=[N:41][CH:42]=1)[CH2:33][CH2:34][CH2:35][CH3:36], predict the reaction product. The product is: [CH3:1][S:2]([C:5]1[CH:6]=[CH:7][C:8]([O:9][CH2:10][C:11]2[CH:16]=[CH:15][C:14]([CH:17]3[CH2:22][CH2:21][N:20]([C:23]4[N:41]=[CH:42][C:37]([CH2:32][CH2:33][CH2:34][CH2:35][CH3:36])=[CH:38][N:39]=4)[CH2:19][CH2:18]3)=[CH:13][N:12]=2)=[CH:30][CH:31]=1)(=[O:4])=[O:3]. (4) Given the reactants [Cl:1][C:2]1[CH:10]=[CH:9][C:8]([C:11]2[C:12]([C@@H:26]([NH:36][C:37](=[O:54])[CH2:38][N:39]3[C:43]4[C:44]([F:49])([F:48])[C@@H:45]5[CH2:47][C@@H:46]5[C:42]=4[C:41]([C:50](F)([F:52])[F:51])=[N:40]3)[CH2:27][C:28]3[CH:33]=[C:32]([F:34])[CH:31]=[C:30]([F:35])[CH:29]=3)=[N:13][C:14]([C:17]#[C:18][C:19]3([OH:25])[CH2:24][CH2:23][O:22][CH2:21][CH2:20]3)=[CH:15][CH:16]=2)=[C:7]2[C:3]=1[C:4]([NH:56][S:57]([CH3:60])(=[O:59])=[O:58])=[N:5][N:6]2[CH3:55].FC1(F)C2N(CC(O)=O)N=C(C(F)F)C=2[C@H]2C[C@@H]12, predict the reaction product. The product is: [Cl:1][C:2]1[CH:10]=[CH:9][C:8]([C:11]2[C:12]([C@@H:26]([NH:36][C:37](=[O:54])[CH2:38][N:39]3[C:43]4[C:44]([F:48])([F:49])[C@@H:45]5[CH2:47][C@@H:46]5[C:42]=4[C:41]([CH:50]([F:51])[F:52])=[N:40]3)[CH2:27][C:28]3[CH:33]=[C:32]([F:34])[CH:31]=[C:30]([F:35])[CH:29]=3)=[N:13][C:14]([C:17]#[C:18][C:19]3([OH:25])[CH2:24][CH2:23][O:22][CH2:21][CH2:20]3)=[CH:15][CH:16]=2)=[C:7]2[C:3]=1[C:4]([NH:56][S:57]([CH3:60])(=[O:59])=[O:58])=[N:5][N:6]2[CH3:55]. (5) Given the reactants [NH2:1][C:2]1[C:11]2[C:6](=[CH:7][C:8]([CH2:12][N:13]3[CH2:18][CH2:17][N:16](C(OCC4C=CC=CC=4)=O)[C@@H:15]([CH2:29][CH2:30][S:31][CH3:32])[C:14]3=[O:33])=[CH:9][CH:10]=2)[N:5]=[CH:4][N:3]=1, predict the reaction product. The product is: [NH2:1][C:2]1[C:11]2[C:6](=[CH:7][C:8]([CH2:12][N:13]3[CH2:18][CH2:17][NH:16][C@@H:15]([CH2:29][CH2:30][S:31][CH3:32])[C:14]3=[O:33])=[CH:9][CH:10]=2)[N:5]=[CH:4][N:3]=1. (6) The product is: [CH3:19][C:18]1[C:9]([C:7]([OH:8])=[O:6])=[N:10][C:11]2[CH2:12][CH2:13][CH2:14][CH2:15][C:16]=2[N:17]=1. Given the reactants O[Li].O.C([O:6][C:7]([C:9]1[C:18]([CH3:19])=[N:17][C:16]2[CH2:15][CH2:14][CH2:13][CH2:12][C:11]=2[N:10]=1)=[O:8])C.Cl, predict the reaction product. (7) Given the reactants [C:1]([O:5][C:6]([NH:8][C@@H:9]([C:20]([OH:22])=O)[CH2:10][C:11]1[CH:16]=[CH:15][C:14]([C:17](=[O:19])[NH2:18])=[CH:13][CH:12]=1)=[O:7])([CH3:4])([CH3:3])[CH3:2].CCN(C(C)C)C(C)C.Cl.[CH3:33][O:34][C:35]1[CH:36]=[C:37]([C:43]2[C@@H:52]3[C@@H:47]([CH2:48][CH2:49][CH2:50][CH2:51]3)[C:46](=[O:53])[N:45]([CH:54]3[CH2:59][CH2:58][NH:57][CH2:56][CH2:55]3)[N:44]=2)[CH:38]=[CH:39][C:40]=1[O:41][CH3:42].CCOC(C(C#N)=NOC(N1CCOCC1)=[N+](C)C)=O.F[P-](F)(F)(F)(F)F.C(=O)(O)[O-].[Na+], predict the reaction product. The product is: [C:17]([C:14]1[CH:13]=[CH:12][C:11]([CH2:10][C@@H:9]([NH:8][C:6](=[O:7])[O:5][C:1]([CH3:2])([CH3:3])[CH3:4])[C:20]([N:57]2[CH2:58][CH2:59][CH:54]([N:45]3[N:44]=[C:43]([C:37]4[CH:38]=[CH:39][C:40]([O:41][CH3:42])=[C:35]([O:34][CH3:33])[CH:36]=4)[C@@H:52]4[C@@H:47]([CH2:48][CH2:49][CH2:50][CH2:51]4)[C:46]3=[O:53])[CH2:55][CH2:56]2)=[O:22])=[CH:16][CH:15]=1)(=[O:19])[NH2:18]. (8) Given the reactants [CH3:1][O:2][C:3]1[CH:8]=[CH:7][CH:6]=[CH:5][C:4]=1[C:9]1[N:14]=[CH:13][N:12]=[C:11]([NH:15][C:16]2[CH:17]=[C:18](CS(N)(=O)=O)[CH:19]=[CH:20][CH:21]=2)[N:10]=1.ClC1N=CN=C(NC2C=C3C([CH2:39][CH2:40][N:41]3[S:44]([NH2:47])(=[O:46])=[O:45])=CC=2)N=1.COC1C=CC=CC=1B(O)O, predict the reaction product. The product is: [CH3:1][O:2][C:3]1[CH:8]=[CH:7][CH:6]=[CH:5][C:4]=1[C:9]1[N:14]=[CH:13][N:12]=[C:11]([NH:15][C:16]2[CH:17]=[C:18]3[C:19]([CH2:39][CH2:40][N:41]3[S:44]([NH2:47])(=[O:46])=[O:45])=[CH:20][CH:21]=2)[N:10]=1.